Dataset: Full USPTO retrosynthesis dataset with 1.9M reactions from patents (1976-2016). Task: Predict the reactants needed to synthesize the given product. (1) Given the product [Br:13][C:9]1[N:8]=[C:7]([C:2]([NH:1][C:19]([O:18][C:15]([CH3:17])([CH3:16])[CH3:14])=[O:20])([CH3:6])[C:3]([OH:5])=[O:4])[CH:12]=[CH:11][CH:10]=1, predict the reactants needed to synthesize it. The reactants are: [NH2:1][C:2]([C:7]1[CH:12]=[CH:11][CH:10]=[C:9]([Br:13])[N:8]=1)([CH3:6])[C:3]([OH:5])=[O:4].[CH3:14][C:15]([O:18][C:19](O[C:19]([O:18][C:15]([CH3:17])([CH3:16])[CH3:14])=[O:20])=[O:20])([CH3:17])[CH3:16].[OH-].C[N+](C)(C)C. (2) Given the product [NH2:30][C:29]1[S:28][C:27]([C:42]2[CH:41]=[C:40]([F:39])[CH:45]=[CH:44][C:43]=2[OH:49])=[N:26][C:25]=1[C:23]([NH:22][C:17]1[CH:18]=[N:19][N:20]([CH3:21])[C:16]=1[N:13]1[CH2:12][CH2:11][CH:10]([CH2:9][NH2:8])[CH2:15][CH2:14]1)=[O:24], predict the reactants needed to synthesize it. The reactants are: C(OC([NH:8][CH2:9][CH:10]1[CH2:15][CH2:14][N:13]([C:16]2[N:20]([CH3:21])[N:19]=[CH:18][C:17]=2[NH:22][C:23]([C:25]2[N:26]=[C:27](Br)[S:28][C:29]=2[NH:30]C(=O)OC(C)(C)C)=[O:24])[CH2:12][CH2:11]1)=O)CCC.[F:39][C:40]1[CH:41]=[CH:42][C:43]([OH:49])=[C:44](B(O)O)[CH:45]=1. (3) Given the product [Cl:38][C:39]1[CH:51]=[CH:50][CH:49]=[CH:48][C:40]=1[CH2:41][N:42]1[CH2:46][CH2:45][CH:44]([NH:47][C:27]([NH:20][C:19]2[CH:21]=[CH:22][C:16]([O:15][C:6]3[C:5]4[C:10](=[CH:11][C:12]([O:13][CH3:14])=[C:3]([O:2][CH3:1])[CH:4]=4)[N:9]=[CH:8][N:7]=3)=[CH:17][C:18]=2[N+:23]([O-:25])=[O:24])=[O:29])[CH2:43]1, predict the reactants needed to synthesize it. The reactants are: [CH3:1][O:2][C:3]1[CH:4]=[C:5]2[C:10](=[CH:11][C:12]=1[O:13][CH3:14])[N:9]=[CH:8][N:7]=[C:6]2[O:15][C:16]1[CH:22]=[CH:21][C:19]([NH2:20])=[C:18]([N+:23]([O-:25])=[O:24])[CH:17]=1.Cl[C:27](Cl)([O:29]C(=O)OC(Cl)(Cl)Cl)Cl.[Cl:38][C:39]1[CH:51]=[CH:50][CH:49]=[CH:48][C:40]=1[CH2:41][N:42]1[CH2:46][CH2:45][CH:44]([NH2:47])[CH2:43]1.C(=O)([O-])O.[Na+]. (4) Given the product [Cl:1][C:49]1[C:50]([O:52][CH2:53][CH:54]2[CH:61]3[CH:57]([O:58][C:59]([CH3:63])([CH3:62])[O:60]3)[CH:56]([N:64]3[CH:72]=[N:71][C:70]4[C:65]3=[N:66][CH:67]=[N:68][C:69]=4[NH:73][C:74]([NH:76][C:77]3[CH:78]=[CH:79][CH:80]=[CH:81][CH:82]=3)=[O:75])[O:55]2)=[N:51][CH:43]=[C:44]([CH:48]=1)[C:45]([OH:47])=[O:46], predict the reactants needed to synthesize it. The reactants are: [Cl:1]C1C=CC(C(O)=O)=C(OCC2C3C(OC(C)(C)O3)C(N3C=NC4C3=NC=NC=4NC(NC3C=CC=CC=3)=O)O2)N=1.Cl[C:43]1[N:51]=[C:50]([O:52][CH2:53][CH:54]2[CH:61]3[CH:57]([O:58][C:59]([CH3:63])([CH3:62])[O:60]3)[CH:56]([N:64]3[CH:72]=[N:71][C:70]4[C:65]3=[N:66][CH:67]=[N:68][C:69]=4[NH:73][C:74]([NH:76][C:77]3[CH:82]=[CH:81][CH:80]=[CH:79][CH:78]=3)=[O:75])[O:55]2)[CH:49]=[CH:48][C:44]=1[C:45]([OH:47])=[O:46]. (5) Given the product [CH2:18]([O:20][C:21]([C:23]1[O:27][N:26]=[C:25]([C:28]2[CH:33]=[CH:32][CH:31]=[C:30]([NH2:34])[CH:29]=2)[CH:24]=1)=[O:22])[CH3:19], predict the reactants needed to synthesize it. The reactants are: C(OC(C1ON=C(C2C=CC(N)=CC=2)C=1)=O)C.[CH2:18]([O:20][C:21]([C:23]1[O:27][N:26]=[C:25]([C:28]2[CH:33]=[CH:32][CH:31]=[C:30]([N+:34]([O-])=O)[CH:29]=2)[CH:24]=1)=[O:22])[CH3:19]. (6) Given the product [Cl:8][C:6]1[CH:7]=[C:2]([NH:12][C:13]2[N:18]=[CH:17][C:16]([C:19]([N:21]3[CH2:26][CH2:25][O:24][CH2:23][CH2:22]3)=[O:20])=[CH:15][CH:14]=2)[C:3]2[N:4]([CH:9]=[CH:10][N:11]=2)[N:5]=1, predict the reactants needed to synthesize it. The reactants are: Br[C:2]1[C:3]2[N:4]([CH:9]=[CH:10][N:11]=2)[N:5]=[C:6]([Cl:8])[CH:7]=1.[NH2:12][C:13]1[N:18]=[CH:17][C:16]([C:19]([N:21]2[CH2:26][CH2:25][O:24][CH2:23][CH2:22]2)=[O:20])=[CH:15][CH:14]=1.[H-].[Na+]. (7) Given the product [Si:1]([O:18][CH2:19][CH2:20][C:21]1[C:22](=[O:51])[N:23]([C:27]2[C:28]([CH3:50])=[CH:29][C:30]([N:34]3[CH2:35][C@H:36]([CH2:37][N:38]4[C:46](=[O:47])[C:45]5[C:40](=[CH:41][CH:42]=[CH:43][CH:44]=5)[C:39]4=[O:48])[O:49][C:52]3=[O:53])=[CH:31][C:32]=2[CH3:33])[CH:24]=[CH:25][CH:26]=1)([C:14]([CH3:17])([CH3:16])[CH3:15])([C:8]1[CH:9]=[CH:10][CH:11]=[CH:12][CH:13]=1)[C:2]1[CH:7]=[CH:6][CH:5]=[CH:4][CH:3]=1, predict the reactants needed to synthesize it. The reactants are: [Si:1]([O:18][CH2:19][CH2:20][C:21]1[C:22](=[O:51])[N:23]([C:27]2[C:32]([CH3:33])=[CH:31][C:30]([NH:34][CH2:35][C@@H:36]([OH:49])[CH2:37][N:38]3[C:46](=[O:47])[C:45]4[C:40](=[CH:41][CH:42]=[CH:43][CH:44]=4)[C:39]3=[O:48])=[CH:29][C:28]=2[CH3:50])[CH:24]=[CH:25][CH:26]=1)([C:14]([CH3:17])([CH3:16])[CH3:15])([C:8]1[CH:13]=[CH:12][CH:11]=[CH:10][CH:9]=1)[C:2]1[CH:7]=[CH:6][CH:5]=[CH:4][CH:3]=1.[C:52](N1C=CN=C1)(N1C=CN=C1)=[O:53].O.ClCCl. (8) Given the product [F:7]/[C:8](/[C:23]1[CH:27]=[C:26]([CH3:28])[N:25]([CH2:34][C:35]2[CH:36]=[C:37]([CH2:41][C:42]([CH3:44])([OH:45])[CH3:43])[CH:38]=[CH:39][CH:40]=2)[N:24]=1)=[CH:9]\[C:10]1[CH:15]=[CH:14][C:13]([C:16]([CH3:22])([CH3:21])[C:17]([F:20])([F:19])[F:18])=[CH:12][CH:11]=1, predict the reactants needed to synthesize it. The reactants are: CC(C)([O-])C.[K+].[F:7]/[C:8](/[C:23]1[CH:27]=[C:26]([CH3:28])[NH:25][N:24]=1)=[CH:9]\[C:10]1[CH:15]=[CH:14][C:13]([C:16]([CH3:22])([CH3:21])[C:17]([F:20])([F:19])[F:18])=[CH:12][CH:11]=1.CS(O[CH2:34][C:35]1[CH:40]=[CH:39][CH:38]=[C:37]([CH2:41][C:42]([OH:45])([CH3:44])[CH3:43])[CH:36]=1)(=O)=O. (9) Given the product [C:1]([C:5]1[CH:10]=[C:9]([N+:11]([O-:13])=[O:12])[C:8]([O:14][CH3:15])=[C:7]([CH:6]=1)[NH2:16])([CH3:4])([CH3:2])[CH3:3], predict the reactants needed to synthesize it. The reactants are: [C:1]([C:5]1[CH:6]=[C:7]([N+:16]([O-])=O)[C:8]([O:14][CH3:15])=[C:9]([N+:11]([O-:13])=[O:12])[CH:10]=1)([CH3:4])([CH3:3])[CH3:2].O.O.O.O.O.O.O.O.O.[S-2].[Na+].[Na+].